Dataset: Forward reaction prediction with 1.9M reactions from USPTO patents (1976-2016). Task: Predict the product of the given reaction. (1) Given the reactants [F:1][C:2]1[CH:3]=[C:4]2[C:8](=[CH:9][CH:10]=1)[NH:7][C:6]([C:11](O)=[O:12])=[CH:5]2.C(N(CC)CC)C.C1(N=C=NC2CCCCC2)CCCCC1.S([O-])([O-])(=O)=O.[Na+].[Na+], predict the reaction product. The product is: [F:1][C:2]1[CH:3]=[C:4]2[C:8](=[CH:9][CH:10]=1)[NH:7][C:6]([CH:11]=[O:12])=[CH:5]2. (2) Given the reactants [CH:1]([Mg]Cl)([CH3:3])[CH3:2].[N:6]1[CH:11]=[CH:10][CH:9]=[CH:8][C:7]=1[CH:12]=[O:13], predict the reaction product. The product is: [CH3:2][CH:1]([CH3:3])[CH:12]([C:7]1[CH:8]=[CH:9][CH:10]=[CH:11][N:6]=1)[OH:13]. (3) The product is: [NH2:18][C:3]1[C:4]([Cl:17])=[C:5]([C:8]2[CH:13]=[CH:12][C:11]([C:14]#[N:15])=[C:10]([F:16])[CH:9]=2)[CH:6]=[CH:7][C:2]=1[NH2:1]. Given the reactants [NH2:1][C:2]1[CH:7]=[CH:6][C:5]([C:8]2[CH:13]=[CH:12][C:11]([C:14]#[N:15])=[C:10]([F:16])[CH:9]=2)=[C:4]([Cl:17])[C:3]=1[N+:18]([O-])=O, predict the reaction product. (4) Given the reactants [Cl-].[CH2:2]([CH:9]([NH3+:28])[CH:10]([OH:27])[CH2:11][N:12]([C:17]([O:19][CH2:20][C:21]1[CH:26]=[CH:25][CH:24]=[CH:23][CH:22]=1)=[O:18])[CH2:13][CH:14]([CH3:16])[CH3:15])[C:3]1[CH:8]=[CH:7][CH:6]=[CH:5][CH:4]=1.C(N(CC)CC)C.[O:36]1[CH:40]2[O:41][CH2:42][CH2:43][CH:39]2[CH:38]([O:44][C:45](=O)[O:46]N2C(=O)CCC2=O)[CH2:37]1, predict the reaction product. The product is: [O:36]1[CH:40]2[O:41][CH2:42][CH2:43][CH:39]2[CH:38]([O:44][C:45](=[O:46])[NH:28][CH:9]([CH2:2][C:3]2[CH:4]=[CH:5][CH:6]=[CH:7][CH:8]=2)[CH:10]([OH:27])[CH2:11][N:12]([C:17]([O:19][CH2:20][C:21]2[CH:22]=[CH:23][CH:24]=[CH:25][CH:26]=2)=[O:18])[CH2:13][CH:14]([CH3:16])[CH3:15])[CH2:37]1. (5) Given the reactants Br[C:2]1[CH:7]=[C:6]([S:8][C:9]2[CH:21]=[CH:20][C:12]([O:13][CH2:14][C:15]([O:17][CH2:18][CH3:19])=[O:16])=[C:11]([CH3:22])[CH:10]=2)[CH:5]=[C:4](Br)[N:3]=1.[C:24]([C:26]1[CH:31]=[CH:30][CH:29]=[CH:28][N:27]=1)#[CH:25].C(P(C(C)(C)C)C(C)(C)C)(C)(C)C.[CH2:45]1[CH2:50][CH2:49][CH2:48][CH2:47][CH2:46]1.[CH:51]([NH:54]C(C)C)(C)C, predict the reaction product. The product is: [N:27]1[CH:28]=[CH:29][CH:30]=[CH:31][C:26]=1[C:24]#[C:25][C:2]1[CH:7]=[C:6]([S:8][C:9]2[CH:21]=[CH:20][C:12]([O:13][CH2:14][C:15]([O:17][CH2:18][CH3:19])=[O:16])=[C:11]([CH3:22])[CH:10]=2)[CH:5]=[C:4]([C:45]#[C:50][C:49]2[CH:48]=[CH:47][CH:46]=[CH:51][N:54]=2)[N:3]=1.